Dataset: Full USPTO retrosynthesis dataset with 1.9M reactions from patents (1976-2016). Task: Predict the reactants needed to synthesize the given product. Given the product [OH:13][C:11]1[CH:12]=[C:3]([O:2][CH3:1])[CH:4]=[C:5]2[C:10]=1[C:9](=[O:15])[CH2:8][CH2:7][CH2:6]2, predict the reactants needed to synthesize it. The reactants are: [CH3:1][O:2][C:3]1[CH:4]=[C:5]2[C:10](=[C:11]([O:13]C)[CH:12]=1)[C:9](=[O:15])[CH2:8][CH2:7][CH2:6]2.[Al+3].[Cl-].[Cl-].[Cl-].